From a dataset of Catalyst prediction with 721,799 reactions and 888 catalyst types from USPTO. Predict which catalyst facilitates the given reaction. (1) Reactant: [CH3:1][C:2]1([CH3:10])[CH2:7][CH:6]([CH3:8])[CH2:5][CH:4]([OH:9])[CH2:3]1.N1C=CC=CC=1.[C:17](Cl)(=[O:21])/[CH:18]=[CH:19]/[CH3:20].O. Product: [C:17]([O:9][CH:4]1[CH2:5][CH:6]([CH3:8])[CH2:7][C:2]([CH3:10])([CH3:1])[CH2:3]1)(=[O:21])/[CH:18]=[CH:19]/[CH3:20]. The catalyst class is: 282. (2) Reactant: [CH:1]([N:4]1[C:9](=[O:10])[CH:8]=[CH:7][C:6]([C:11]2[S:15][C:14]([C:16](OCC)=[O:17])=[N:13][C:12]=2[C:21]2[CH:26]=[CH:25][CH:24]=[CH:23][CH:22]=2)=[N:5]1)([CH3:3])[CH3:2].[CH2:27]([NH2:31])[CH2:28][CH2:29][CH3:30].O.Cl. Product: [CH2:27]([NH:31][C:16]([C:14]1[S:15][C:11]([C:6]2[CH:7]=[CH:8][C:9](=[O:10])[N:4]([CH:1]([CH3:3])[CH3:2])[N:5]=2)=[C:12]([C:21]2[CH:22]=[CH:23][CH:24]=[CH:25][CH:26]=2)[N:13]=1)=[O:17])[CH2:28][CH2:29][CH3:30]. The catalyst class is: 12. (3) Reactant: [CH3:1][S:2]([C:5]1[CH:10]=[CH:9][C:8]([N:11]2[C:15]([CH2:16]O)=[CH:14][CH:13]=[N:12]2)=[CH:7][CH:6]=1)(=[O:4])=[O:3].C1(P([N:32]=[N+:33]=[N-:34])(C2C=CC=CC=2)=O)C=CC=CC=1.N12CCCN=C1CCCCC2. Product: [N:32]([CH2:16][C:15]1[N:11]([C:8]2[CH:9]=[CH:10][C:5]([S:2]([CH3:1])(=[O:4])=[O:3])=[CH:6][CH:7]=2)[N:12]=[CH:13][CH:14]=1)=[N+:33]=[N-:34]. The catalyst class is: 1. (4) Reactant: [Br:1][C:2]1[CH:20]=[CH:19][C:5]([CH2:6][C:7]2[S:11][C:10]([NH2:12])=[CH:9][C:8]=2[C:13]2[CH:18]=[CH:17][CH:16]=[CH:15][CH:14]=2)=[CH:4][CH:3]=1.[CH2:21]([O:23][C:24]1[CH:25]=[C:26]([C:33](=[O:39])[CH2:34][CH2:35][C:36](O)=[O:37])[CH:27]=[CH:28][C:29]=1[O:30][CH2:31][CH3:32])[CH3:22].C1C=CC2N(O)N=NC=2C=1.CCN=C=NCCCN(C)C. Product: [Br:1][C:2]1[CH:20]=[CH:19][C:5]([CH2:6][C:7]2[S:11][C:10]([NH:12][C:36](=[O:37])[CH2:35][CH2:34][C:33]([C:26]3[CH:27]=[CH:28][C:29]([O:30][CH2:31][CH3:32])=[C:24]([O:23][CH2:21][CH3:22])[CH:25]=3)=[O:39])=[CH:9][C:8]=2[C:13]2[CH:18]=[CH:17][CH:16]=[CH:15][CH:14]=2)=[CH:4][CH:3]=1. The catalyst class is: 10. (5) Reactant: [C:1]([O:4][C:5]1[S:13][C:12]2[CH2:11][CH2:10][N:9]([C@@H:14]([C:19]3[CH:24]=[CH:23][CH:22]=[CH:21][C:20]=3[Cl:25])[C:15]([O:17][CH3:18])=[O:16])[CH2:8][C:7]=2[CH:6]=1)(=[O:3])[CH3:2].Cl. Product: [ClH:25].[C:1]([O:4][C:5]1[S:13][C:12]2[CH2:11][CH2:10][N:9]([C@@H:14]([C:19]3[CH:24]=[CH:23][CH:22]=[CH:21][C:20]=3[Cl:25])[C:15]([O:17][CH3:18])=[O:16])[CH2:8][C:7]=2[CH:6]=1)(=[O:3])[CH3:2]. The catalyst class is: 27. (6) Reactant: [CH2:1]([C@@H:5]1[CH2:8][N:7]([O:9][CH2:10][C:11]2[CH:16]=[CH:15][CH:14]=[CH:13][CH:12]=2)[C:6]1=[O:17])[CH2:2][CH2:3][CH3:4].[OH2:18].[OH-].[Li+]. Product: [C:11]1([CH2:10][O:9][NH:7][CH2:8][C@@H:5]([CH2:1][CH2:2][CH2:3][CH3:4])[C:6]([OH:17])=[O:18])[CH:16]=[CH:15][CH:14]=[CH:13][CH:12]=1. The catalyst class is: 87.